Dataset: Peptide-MHC class II binding affinity with 134,281 pairs from IEDB. Task: Regression. Given a peptide amino acid sequence and an MHC pseudo amino acid sequence, predict their binding affinity value. This is MHC class II binding data. (1) The peptide sequence is QPNLKALREKVLGLP. The MHC is DRB1_0405 with pseudo-sequence DRB1_0405. The binding affinity (normalized) is 0.222. (2) The peptide sequence is SSKAATAKAPGLVPK. The MHC is HLA-DQA10501-DQB10301 with pseudo-sequence HLA-DQA10501-DQB10301. The binding affinity (normalized) is 0.595. (3) The peptide sequence is YRKGLGNFVQTDRKS. The MHC is DRB1_0404 with pseudo-sequence DRB1_0404. The binding affinity (normalized) is 0.489.